This data is from Reaction yield outcomes from USPTO patents with 853,638 reactions. The task is: Predict the reaction yield, written as a fraction of the theoretical maximum amount of product (1.0 means a 100% yield; for example, 0.34 means a 34% yield). (1) The reactants are O[C:2]1([C:16]2[C:24]([OH:25])=[CH:23][C:19]3[O:20][CH2:21][O:22][C:18]=3[CH:17]=2)[C:10]2[C:5](=[C:6]([C:11]([F:14])([F:13])[F:12])[CH:7]=[CH:8][CH:9]=2)[NH:4][C:3]1=[O:15].FC(F)(F)C(O)=O.C([SiH](CC)CC)C. No catalyst specified. The product is [OH:25][C:24]1[C:16]([CH:2]2[C:10]3[C:5](=[C:6]([C:11]([F:14])([F:13])[F:12])[CH:7]=[CH:8][CH:9]=3)[NH:4][C:3]2=[O:15])=[CH:17][C:18]2[O:22][CH2:21][O:20][C:19]=2[CH:23]=1. The yield is 0.880. (2) The reactants are C([Li])CCC.CCCCCC.[F:12][C:13]1[CH:18]=[CH:17][CH:16]=[CH:15][C:14]=1Br.C1(CO[CH2:25][C:26]2([OH:40])[CH2:32][O:31][CH2:30][CH2:29][N:28]([C:33]([O:35][C:36]([CH3:39])([CH3:38])[CH3:37])=[O:34])[CH2:27]2)CC1.B(F)(F)F.S([O-])(O)(=O)=O.[Na+]. The catalyst is C1COCC1. The product is [F:12][C:13]1[CH:18]=[CH:17][CH:16]=[CH:15][C:14]=1[CH2:25][C:26]1([OH:40])[CH2:32][O:31][CH2:30][CH2:29][N:28]([C:33]([O:35][C:36]([CH3:39])([CH3:38])[CH3:37])=[O:34])[CH2:27]1. The yield is 0.550. (3) The reactants are [CH3:1][O:2][C:3]1[N:8]=[C:7]([C:9]2([C:13]#[N:14])[CH2:12][CH2:11][CH2:10]2)[CH:6]=[CH:5][CH:4]=1.[H-].[Al+3].[Li+].[H-].[H-].[H-].O.[OH-].[Na+]. The catalyst is C1COCC1. The product is [CH3:1][O:2][C:3]1[N:8]=[C:7]([C:9]2([CH2:13][NH2:14])[CH2:12][CH2:11][CH2:10]2)[CH:6]=[CH:5][CH:4]=1. The yield is 0.970. (4) The reactants are CO[C:3]([C:5]1[NH:6][C:7]2[CH:8]=[C:9]([NH:19][C:20]([O:22][C:23]([CH3:26])([CH3:25])[CH3:24])=[O:21])[CH:10]=[C:11]3[C:17](=[O:18])[NH:16][N:15]=[CH:14][C:13]=1[C:12]=23)=O.[CH2:27]([Sn](CCCC)(CCCC)C=C)CCC. The catalyst is CN(C)C=O.C1C=CC([P]([Pd]([P](C2C=CC=CC=2)(C2C=CC=CC=2)C2C=CC=CC=2)([P](C2C=CC=CC=2)(C2C=CC=CC=2)C2C=CC=CC=2)[P](C2C=CC=CC=2)(C2C=CC=CC=2)C2C=CC=CC=2)(C2C=CC=CC=2)C2C=CC=CC=2)=CC=1. The product is [C:23]([O:22][C:20](=[O:21])[NH:19][C:9]1[CH:10]=[C:11]2[C:17](=[O:18])[NH:16][N:15]=[CH:14][C:13]3=[C:5]([CH:3]=[CH2:27])[NH:6][C:7]([CH:8]=1)=[C:12]23)([CH3:25])([CH3:26])[CH3:24]. The yield is 0.840. (5) The reactants are Cl[C:2]1[N:7]=[C:6]([NH:8][CH2:9][C:10]2[CH:14]=[C:13]([CH3:15])[O:12][C:11]=2[CH3:16])[C:5]([F:17])=[CH:4][N:3]=1.[NH2:18][C:19]1[CH:20]=[C:21]([OH:25])[CH:22]=[CH:23][CH:24]=1. No catalyst specified. The product is [CH3:16][C:11]1[O:12][C:13]([CH3:15])=[CH:14][C:10]=1[CH2:9][NH:8][C:6]1[C:5]([F:17])=[CH:4][N:3]=[C:2]([NH:18][C:19]2[CH:24]=[CH:23][CH:22]=[C:21]([OH:25])[CH:20]=2)[N:7]=1. The yield is 0.510.